This data is from Full USPTO retrosynthesis dataset with 1.9M reactions from patents (1976-2016). The task is: Predict the reactants needed to synthesize the given product. Given the product [CH3:1][O:2][C:3]1[CH:4]=[C:5]2[C:9](=[CH:10][CH:11]=1)[NH:8][CH:7]=[C:6]2[C:12]1[CH2:13][CH2:14][N:15]([CH:23]2[CH2:22][CH2:21][C:20]([N:19]([CH3:33])[CH3:18])([C:27]3[CH:32]=[CH:31][CH:30]=[CH:29][CH:28]=3)[CH2:25][CH2:24]2)[CH2:16][CH:17]=1, predict the reactants needed to synthesize it. The reactants are: [CH3:1][O:2][C:3]1[CH:4]=[C:5]2[C:9](=[CH:10][CH:11]=1)[NH:8][CH:7]=[C:6]2[C:12]1[CH2:13][CH2:14][NH:15][CH2:16][CH:17]=1.[CH3:18][N:19]([CH3:33])[C:20]1([C:27]2[CH:32]=[CH:31][CH:30]=[CH:29][CH:28]=2)[CH2:25][CH2:24][C:23](=O)[CH2:22][CH2:21]1.C(O)(=O)C.